This data is from Forward reaction prediction with 1.9M reactions from USPTO patents (1976-2016). The task is: Predict the product of the given reaction. The product is: [OH:58][C@H:55]1[CH2:56][CH2:57][N:53]([CH2:52][CH2:51][O:50][C:49]2[CH:59]=[CH:60][C:46]([NH:45][C:38](=[O:40])[C:37]3[CH:36]=[CH:35][C:34]([C:33]([F:32])([F:44])[F:43])=[CH:42][CH:41]=3)=[CH:47][C:48]=2[C:61]2[N:62]([CH3:66])[N:63]=[CH:64][CH:65]=2)[CH2:54]1. Given the reactants CN(C(ON1N=NC2C=CC=NC1=2)=[N+](C)C)C.F[P-](F)(F)(F)(F)F.C(N(CC)CC)C.[F:32][C:33]([F:44])([F:43])[C:34]1[CH:42]=[CH:41][C:37]([C:38]([OH:40])=O)=[CH:36][CH:35]=1.[NH2:45][C:46]1[CH:60]=[CH:59][C:49]([O:50][CH2:51][CH2:52][N:53]2[CH2:57][CH2:56][C@H:55]([OH:58])[CH2:54]2)=[C:48]([C:61]2[N:62]([CH3:66])[N:63]=[CH:64][CH:65]=2)[CH:47]=1, predict the reaction product.